This data is from Forward reaction prediction with 1.9M reactions from USPTO patents (1976-2016). The task is: Predict the product of the given reaction. (1) Given the reactants [CH3:1][O:2][C:3]1[CH:4]=[C:5]([C:15]([NH:17][NH:18]C(OC(C)(C)C)=O)=[O:16])[CH:6]=[CH:7][C:8]=1[N:9]1[CH:13]=[C:12]([CH3:14])[N:11]=[CH:10]1.[ClH:26], predict the reaction product. The product is: [ClH:26].[ClH:26].[CH3:1][O:2][C:3]1[CH:4]=[C:5]([CH:6]=[CH:7][C:8]=1[N:9]1[CH:13]=[C:12]([CH3:14])[N:11]=[CH:10]1)[C:15]([NH:17][NH2:18])=[O:16]. (2) Given the reactants [CH3:1][O:2][C:3](=[O:29])/[CH:4]=[CH:5]/[C:6]1[CH:7]=[C:8]2[C:25](=[CH:26][CH:27]=1)[O:24][C:11]1([CH2:16][CH2:15][N:14]([C:17](OC(C)(C)C)=O)[CH2:13][CH2:12]1)[CH2:10][C:9]2=[O:28].BrC[CH2:32][C:33]1[CH:38]=[CH:37][C:36]([Cl:39])=[CH:35][CH:34]=1, predict the reaction product. The product is: [CH3:1][O:2][C:3](=[O:29])/[CH:4]=[CH:5]/[C:6]1[CH:7]=[C:8]2[C:25](=[CH:26][CH:27]=1)[O:24][C:11]1([CH2:12][CH2:13][N:14]([CH2:17][CH2:32][C:33]3[CH:38]=[CH:37][C:36]([Cl:39])=[CH:35][CH:34]=3)[CH2:15][CH2:16]1)[CH2:10][C:9]2=[O:28]. (3) Given the reactants Cl[C:2]1[CH:3]=[C:4]([CH:9]=[CH:10][N:11]=1)[C:5]([O:7][CH3:8])=[O:6].C(=O)([O-])[O-].[K+].[K+].[Cl:18][C:19]1[CH:24]=[CH:23][C:22](B2OC(C)(C)C(C)(C)O2)=[CH:21][C:20]=1[F:34].C(Cl)Cl, predict the reaction product. The product is: [Cl:18][C:19]1[CH:24]=[CH:23][C:22]([C:2]2[CH:3]=[C:4]([CH:9]=[CH:10][N:11]=2)[C:5]([O:7][CH3:8])=[O:6])=[CH:21][C:20]=1[F:34]. (4) Given the reactants [C:1]1([O:7][CH3:8])[CH:6]=[CH:5][CH:4]=[CH:3][CH:2]=1.[C:9](O[C:9](=[O:13])[CH2:10][CH2:11][CH3:12])(=[O:13])[CH2:10][CH2:11][CH3:12].FC(F)(F)S([O-])(=O)=O.C([N+]1C=CN(C)C=1)C, predict the reaction product. The product is: [CH3:8][O:7][C:1]1[CH:6]=[CH:5][C:4]([C:9](=[O:13])[CH2:10][CH2:11][CH3:12])=[CH:3][CH:2]=1. (5) Given the reactants [C:1]([OH:5])(=[O:4])[CH:2]=[CH2:3].[CH2:6]([C:12]1[CH:18]=[CH:17][C:15](O)=[CH:14][C:13]=1[OH:19])[CH2:7][CH2:8][CH2:9][CH2:10][CH3:11].O, predict the reaction product. The product is: [CH2:6]([C:12]1[CH:18]=[C:17]2[C:15](=[CH:14][C:13]=1[OH:19])[O:4][C:1](=[O:5])[CH2:2][CH2:3]2)[CH2:7][CH2:8][CH2:9][CH2:10][CH3:11]. (6) Given the reactants C(O[C:6](=O)[N:7]([C@@H:9]([CH3:47])[C:10]([NH:12][C@@H:13]([CH:41]1[CH2:46][CH2:45][CH2:44][CH2:43][CH2:42]1)[C:14]([N:16]1[C@H:21]([C:22](=[O:34])[NH:23][C@H:24]2[C:33]3[C:28](=[CH:29][CH:30]=[CH:31][CH:32]=3)[O:27][CH2:26][CH2:25]2)[CH2:20][N:19]2[CH2:35][C@H:36]([O:38][CH2:39][CH3:40])[CH2:37][C@@H:18]2[CH2:17]1)=[O:15])=[O:11])C)(C)(C)C.Cl.COC1CCCC1.[OH-].[Na+], predict the reaction product. The product is: [CH:41]1([C@H:13]([NH:12][C:10](=[O:11])[C@H:9]([CH3:47])[NH:7][CH3:6])[C:14]([N:16]2[C@H:21]([C:22]([NH:23][C@H:24]3[C:33]4[C:28](=[CH:29][CH:30]=[CH:31][CH:32]=4)[O:27][CH2:26][CH2:25]3)=[O:34])[CH2:20][N:19]3[CH2:35][C@H:36]([O:38][CH2:39][CH3:40])[CH2:37][C@@H:18]3[CH2:17]2)=[O:15])[CH2:46][CH2:45][CH2:44][CH2:43][CH2:42]1. (7) Given the reactants [I:1][C:2]1[CH:3]=[C:4]([OH:8])[CH:5]=[CH:6][CH:7]=1.C(=O)([O-])[O-].[K+].[K+].Br[CH2:16][C:17]([O:19][C:20]([CH3:23])([CH3:22])[CH3:21])=[O:18].S([O-])(O)(=O)=O.[K+], predict the reaction product. The product is: [I:1][C:2]1[CH:3]=[C:4]([CH:5]=[CH:6][CH:7]=1)[O:8][CH2:16][C:17]([O:19][C:20]([CH3:23])([CH3:22])[CH3:21])=[O:18]. (8) Given the reactants [Cl:1][C:2]1[N:7]=[C:6]([CH3:8])[CH:5]=[CH:4][CH:3]=1.[F:9][C:10]1[CH:20]=[CH:19][C:13]([C:14](OCC)=[O:15])=[CH:12][CH:11]=1.C[Si]([N-][Si](C)(C)C)(C)C.[Li+], predict the reaction product. The product is: [Cl:1][C:2]1[N:7]=[C:6]([CH2:8][C:14]([C:13]2[CH:19]=[CH:20][C:10]([F:9])=[CH:11][CH:12]=2)=[O:15])[CH:5]=[CH:4][CH:3]=1.